Dataset: Catalyst prediction with 721,799 reactions and 888 catalyst types from USPTO. Task: Predict which catalyst facilitates the given reaction. (1) Reactant: CC1C=CC(S(O)(=O)=O)=CC=1.[S:12]1[C:16]2[CH:17]=[CH:18][CH:19]=[CH:20][C:15]=2[N:14]=[C:13]1[C:21]1[CH:22]=[N:23][NH:24][C:25]=1[NH2:26].[Cl:27][C:28]1[CH:33]=[CH:32][C:31]([C:34](=O)[CH2:35][C:36](OCC)=[O:37])=[CH:30][C:29]=1[O:42][CH3:43]. Product: [S:12]1[C:16]2[CH:17]=[CH:18][CH:19]=[CH:20][C:15]=2[N:14]=[C:13]1[C:21]1[CH:22]=[N:23][N:24]2[C:36](=[O:37])[CH:35]=[C:34]([C:31]3[CH:32]=[CH:33][C:28]([Cl:27])=[C:29]([O:42][CH3:43])[CH:30]=3)[NH:26][C:25]=12. The catalyst class is: 114. (2) Product: [CH2:14]([N:21]1[CH:30]=[CH:29][C:28]2[N:27]=[CH:26][CH:25]=[CH:24][C:23]=2[CH:22]1[CH2:9][CH2:8][C:7]1[CH:11]=[CH:12][C:4]([O:3][CH3:2])=[CH:5][CH:6]=1)[C:15]1[CH:16]=[CH:17][CH:18]=[CH:19][CH:20]=1. The catalyst class is: 1. Reactant: [Mg].[CH3:2][O:3][C:4]1[CH:12]=[CH:11][C:7]([CH2:8][CH2:9]Br)=[CH:6][CH:5]=1.[Br-].[CH2:14]([N+:21]1[CH:22]=[C:23]2[C:28](=[CH:29][CH:30]=1)[N:27]=[CH:26][CH:25]=[CH:24]2)[C:15]1[CH:20]=[CH:19][CH:18]=[CH:17][CH:16]=1.